From a dataset of Full USPTO retrosynthesis dataset with 1.9M reactions from patents (1976-2016). Predict the reactants needed to synthesize the given product. (1) Given the product [Cl:38][C:23]1[C:24]([NH:26][C@@H:27]2[CH2:32][CH2:31][CH2:30][CH2:29][C@H:28]2[NH:33][S:34]([CH3:37])(=[O:36])=[O:35])=[N:25][C:20]([NH:1][C:2]2[C:3]([O:17][CH3:18])=[CH:4][C:5]3[CH2:11][N:10]([CH2:12][CH3:13])[CH2:9][C:8](=[O:14])[N:7]([CH3:15])[C:6]=3[CH:16]=2)=[N:21][CH:22]=1, predict the reactants needed to synthesize it. The reactants are: [NH2:1][C:2]1[C:3]([O:17][CH3:18])=[CH:4][C:5]2[CH2:11][N:10]([CH2:12][CH3:13])[CH2:9][C:8](=[O:14])[N:7]([CH3:15])[C:6]=2[CH:16]=1.Cl[C:20]1[N:25]=[C:24]([NH:26][C@@H:27]2[CH2:32][CH2:31][CH2:30][CH2:29][C@H:28]2[NH:33][S:34]([CH3:37])(=[O:36])=[O:35])[C:23]([Cl:38])=[CH:22][N:21]=1. (2) Given the product [F:23][C:2]([F:1])([F:22])[C:3]1[CH:4]=[CH:5][C:6](/[CH:9]=[CH:10]/[C:11]2[O:12][CH:13]=[C:14]([CH2:16][O:39][C:36]3[CH:37]=[CH:38][C:33]([CH2:32][CH2:31][CH2:30][CH2:29][N:24]4[CH:28]=[CH:27][N:26]=[N:25]4)=[CH:34][CH:35]=3)[N:15]=2)=[CH:7][CH:8]=1, predict the reactants needed to synthesize it. The reactants are: [F:1][C:2]([F:23])([F:22])[C:3]1[CH:8]=[CH:7][C:6](/[CH:9]=[CH:10]/[C:11]2[O:12][CH:13]=[C:14]([CH2:16]CS([O-])(=O)=O)[N:15]=2)=[CH:5][CH:4]=1.[N:24]1([CH2:29][CH2:30][CH2:31][CH2:32][C:33]2[CH:38]=[CH:37][C:36]([OH:39])=[CH:35][CH:34]=2)[CH:28]=[CH:27][N:26]=[N:25]1.C1COCC1.[OH-].[Na+]. (3) Given the product [CH2:34]([NH:33][C:22]([C:20]1[CH:19]=[CH:18][C:12]2[N:13]3[CH2:17][C@H:16]([CH2:15][CH2:14]3)[N:10]([C:8]([NH:7][C:2]3[CH:3]=[CH:4][CH:5]=[CH:6][N:1]=3)=[O:9])[C:11]=2[N:21]=1)=[O:24])[CH3:35], predict the reactants needed to synthesize it. The reactants are: [N:1]1[CH:6]=[CH:5][CH:4]=[CH:3][C:2]=1[NH:7][C:8]([N:10]1[C@@H:16]2[CH2:17][N:13]([CH2:14][CH2:15]2)[C:12]2[CH:18]=[CH:19][C:20]([C:22]([OH:24])=O)=[N:21][C:11]1=2)=[O:9].CN(C(O[N:33]1N=N[C:35]2C=CC=N[C:34]1=2)=[N+](C)C)C.F[P-](F)(F)(F)(F)F.CCN(C(C)C)C(C)C.C(N)C. (4) Given the product [F:23][C:24]1[CH:29]=[C:28]([Si:30]([CH3:32])([CH3:31])[CH3:33])[CH:27]=[CH:26][C:25]=1[NH:34][C:7]1[C:15]2[CH:14]=[N:13][CH:12]=[N:11][C:10]=2[O:9][C:8]=1[C:16]([O:18][CH2:19][CH3:20])=[O:17], predict the reactants needed to synthesize it. The reactants are: FC(F)(F)S(O[C:7]1[C:15]2[CH:14]=[N:13][CH:12]=[N:11][C:10]=2[O:9][C:8]=1[C:16]([O:18][CH2:19][CH3:20])=[O:17])(=O)=O.[F:23][C:24]1[CH:29]=[C:28]([Si:30]([CH3:33])([CH3:32])[CH3:31])[CH:27]=[CH:26][C:25]=1[NH2:34].CC1(C)C2C(=C(P(C3C=CC=CC=3)C3C=CC=CC=3)C=CC=2)OC2C(P(C3C=CC=CC=3)C3C=CC=CC=3)=CC=CC1=2.[O-]P([O-])([O-])=O.[K+].[K+].[K+]. (5) Given the product [CH3:13][O:12][C:8]1[CH:7]=[C:6]2[C:11](=[CH:10][CH:9]=1)[C:2]([O:28][C:24]1[CH:25]=[CH:26][CH:27]=[C:22]([O:21][CH3:20])[CH:23]=1)=[N:3][C:4]([NH:14][C:15]1[CH:19]=[CH:18][NH:17][N:16]=1)=[CH:5]2, predict the reactants needed to synthesize it. The reactants are: Cl[C:2]1[C:11]2[C:6](=[CH:7][C:8]([O:12][CH3:13])=[CH:9][CH:10]=2)[CH:5]=[C:4]([NH:14][C:15]2[CH:19]=[CH:18][NH:17][N:16]=2)[N:3]=1.[CH3:20][O:21][C:22]1[CH:23]=[C:24]([OH:28])[CH:25]=[CH:26][CH:27]=1. (6) Given the product [F:1][C:2]1[C:7]([CH3:8])=[CH:6][CH:5]=[C:4]([F:9])[C:3]=1[CH:10]([OH:12])[CH3:11], predict the reactants needed to synthesize it. The reactants are: [F:1][C:2]1[C:7]([CH3:8])=[CH:6][CH:5]=[C:4]([F:9])[C:3]=1[C:10](=[O:12])[CH3:11].[H-].[Li+].[Al+3].[H-].[H-].[H-].